This data is from NCI-60 drug combinations with 297,098 pairs across 59 cell lines. The task is: Regression. Given two drug SMILES strings and cell line genomic features, predict the synergy score measuring deviation from expected non-interaction effect. (1) Drug 1: C1=CC(=CC=C1CC(C(=O)O)N)N(CCCl)CCCl.Cl. Drug 2: C1=NC(=NC(=O)N1C2C(C(C(O2)CO)O)O)N. Cell line: CCRF-CEM. Synergy scores: CSS=36.5, Synergy_ZIP=-2.64, Synergy_Bliss=-3.35, Synergy_Loewe=-13.5, Synergy_HSA=-4.87. (2) Drug 1: CCCCC(=O)OCC(=O)C1(CC(C2=C(C1)C(=C3C(=C2O)C(=O)C4=C(C3=O)C=CC=C4OC)O)OC5CC(C(C(O5)C)O)NC(=O)C(F)(F)F)O. Drug 2: CC1C(C(CC(O1)OC2CC(CC3=C2C(=C4C(=C3O)C(=O)C5=C(C4=O)C(=CC=C5)OC)O)(C(=O)CO)O)N)O.Cl. Cell line: A549. Synergy scores: CSS=43.0, Synergy_ZIP=1.09, Synergy_Bliss=0.658, Synergy_Loewe=-4.04, Synergy_HSA=1.71. (3) Drug 1: C1=CC(=CC=C1CCC2=CNC3=C2C(=O)NC(=N3)N)C(=O)NC(CCC(=O)O)C(=O)O. Drug 2: CN1C(=O)N2C=NC(=C2N=N1)C(=O)N. Cell line: T-47D. Synergy scores: CSS=3.04, Synergy_ZIP=1.48, Synergy_Bliss=2.19, Synergy_Loewe=-3.68, Synergy_HSA=-2.00. (4) Drug 1: CN1CCC(CC1)COC2=C(C=C3C(=C2)N=CN=C3NC4=C(C=C(C=C4)Br)F)OC. Drug 2: CCC1(C2=C(COC1=O)C(=O)N3CC4=CC5=C(C=CC(=C5CN(C)C)O)N=C4C3=C2)O.Cl. Cell line: A498. Synergy scores: CSS=14.6, Synergy_ZIP=-7.53, Synergy_Bliss=-1.47, Synergy_Loewe=-0.316, Synergy_HSA=0.780. (5) Drug 1: CNC(=O)C1=NC=CC(=C1)OC2=CC=C(C=C2)NC(=O)NC3=CC(=C(C=C3)Cl)C(F)(F)F. Drug 2: C1=NC2=C(N1)C(=S)N=CN2. Cell line: CAKI-1. Synergy scores: CSS=19.9, Synergy_ZIP=7.17, Synergy_Bliss=5.09, Synergy_Loewe=-42.5, Synergy_HSA=-6.51. (6) Drug 1: C1C(C(OC1N2C=NC3=C(N=C(N=C32)Cl)N)CO)O. Drug 2: C1CN(CCN1C(=O)CCBr)C(=O)CCBr. Cell line: COLO 205. Synergy scores: CSS=43.9, Synergy_ZIP=-6.04, Synergy_Bliss=-4.40, Synergy_Loewe=-13.3, Synergy_HSA=-1.03. (7) Drug 1: C1=NC2=C(N1)C(=S)N=C(N2)N. Drug 2: CC1=C(N=C(N=C1N)C(CC(=O)N)NCC(C(=O)N)N)C(=O)NC(C(C2=CN=CN2)OC3C(C(C(C(O3)CO)O)O)OC4C(C(C(C(O4)CO)O)OC(=O)N)O)C(=O)NC(C)C(C(C)C(=O)NC(C(C)O)C(=O)NCCC5=NC(=CS5)C6=NC(=CS6)C(=O)NCCC[S+](C)C)O. Cell line: NCIH23. Synergy scores: CSS=31.3, Synergy_ZIP=-3.57, Synergy_Bliss=-0.845, Synergy_Loewe=-1.90, Synergy_HSA=1.53. (8) Drug 1: C1=CC=C(C=C1)NC(=O)CCCCCCC(=O)NO. Drug 2: C1CNP(=O)(OC1)N(CCCl)CCCl. Cell line: OVCAR-5. Synergy scores: CSS=35.1, Synergy_ZIP=-2.08, Synergy_Bliss=-0.607, Synergy_Loewe=-27.7, Synergy_HSA=-4.34. (9) Drug 1: CC1=C2C(C(=O)C3(C(CC4C(C3C(C(C2(C)C)(CC1OC(=O)C(C(C5=CC=CC=C5)NC(=O)C6=CC=CC=C6)O)O)OC(=O)C7=CC=CC=C7)(CO4)OC(=O)C)O)C)OC(=O)C. Drug 2: CC1=C(C(=O)C2=C(C1=O)N3CC4C(C3(C2COC(=O)N)OC)N4)N. Cell line: EKVX. Synergy scores: CSS=16.0, Synergy_ZIP=-5.75, Synergy_Bliss=-2.03, Synergy_Loewe=0.297, Synergy_HSA=0.555.